Dataset: Forward reaction prediction with 1.9M reactions from USPTO patents (1976-2016). Task: Predict the product of the given reaction. (1) Given the reactants Br[C:2]1[CH:11]=[CH:10][C:9]2[N:8]=[C:7]([NH2:12])[C:6]3[N:13]=[C:14]([CH2:16][CH2:17][CH3:18])[S:15][C:5]=3[C:4]=2[CH:3]=1.[CH3:19][S:20]([NH:23][C:24]1[CH:25]=[C:26](B(O)O)[CH:27]=[CH:28][CH:29]=1)(=[O:22])=[O:21], predict the reaction product. The product is: [NH2:12][C:7]1[C:6]2[N:13]=[C:14]([CH2:16][CH2:17][CH3:18])[S:15][C:5]=2[C:4]2[CH:3]=[C:2]([C:28]3[CH:29]=[C:24]([NH:23][S:20]([CH3:19])(=[O:21])=[O:22])[CH:25]=[CH:26][CH:27]=3)[CH:11]=[CH:10][C:9]=2[N:8]=1. (2) Given the reactants [CH2:1]([C:3]1[CH:4]=[CH:5][CH:6]=[C:7]2[C:12]=1[N:11]=[C:10]([C:13]1([C:16]3[CH:21]=[CH:20][CH:19]=[CH:18][CH:17]=3)[CH2:15][CH2:14]1)[C:9]([OH:22])=[C:8]2[C:23]([OH:25])=[O:24])[CH3:2].C(OCC(C1(C2C=CC([Cl:42])=CC=2)CC1)=O)(=O)C, predict the reaction product. The product is: [Cl:42][C:19]1[CH:18]=[CH:17][C:16]([C:13]2([C:10]3[C:9]([OH:22])=[C:8]([C:23]([OH:25])=[O:24])[C:7]4[C:12](=[C:3]([CH3:4])[C:1]([CH3:2])=[CH:5][CH:6]=4)[N:11]=3)[CH2:14][CH2:15]2)=[CH:21][CH:20]=1.